This data is from Full USPTO retrosynthesis dataset with 1.9M reactions from patents (1976-2016). The task is: Predict the reactants needed to synthesize the given product. (1) Given the product [CH3:15][S:16]([C:19]1[CH:24]=[CH:23][C:22]([C:2]2[CH:3]=[N:4][CH:5]=[C:6]3[C:11]=2[N:10]=[C:9]([C:12]([NH2:14])=[O:13])[CH:8]=[CH:7]3)=[CH:21][CH:20]=1)(=[O:18])=[O:17], predict the reactants needed to synthesize it. The reactants are: Br[C:2]1[CH:3]=[N:4][CH:5]=[C:6]2[C:11]=1[N:10]=[C:9]([C:12]([NH2:14])=[O:13])[CH:8]=[CH:7]2.[CH3:15][S:16]([C:19]1[CH:24]=[CH:23][C:22](B(O)O)=[CH:21][CH:20]=1)(=[O:18])=[O:17].C(=O)([O-])[O-].[Cs+].[Cs+]. (2) Given the product [CH:1]([C:4]1[NH:5][C:6]([C:24]2[CH:29]=[CH:28][CH:27]=[C:26]([CH3:30])[N:25]=2)=[C:7]([C:9]2[CH:10]=[C:11]([C:15]3[N:16]=[CH:17][C:18]([NH2:21])=[CH:19][CH:20]=3)[CH:12]=[CH:13][CH:14]=2)[N:8]=1)([CH3:3])[CH3:2], predict the reactants needed to synthesize it. The reactants are: [CH:1]([C:4]1[NH:5][C:6]([C:24]2[CH:29]=[CH:28][CH:27]=[C:26]([CH3:30])[N:25]=2)=[C:7]([C:9]2[CH:10]=[C:11]([C:15]3[CH:20]=[CH:19][C:18]([N+:21]([O-])=O)=[CH:17][N:16]=3)[CH:12]=[CH:13][CH:14]=2)[N:8]=1)([CH3:3])[CH3:2]. (3) The reactants are: Cl.[OH:2]C1N=CC(NC(C2C=CC=CN=2)=O)=CC=1.[CH3:18][N:19]([C:23]1[CH:28]=[CH:27][CH:26]=[CH:25][CH:24]=1)[C:20](Cl)=[O:21].N12CCN(CC1)CC2.O. Given the product [CH3:18][N:19]([C:23]1[CH:28]=[CH:27][CH:26]=[CH:25][CH:24]=1)[C:20](=[O:2])[OH:21], predict the reactants needed to synthesize it. (4) Given the product [CH:1]1([CH2:4][N:5]([CH2:6][C:8]2[O:12][C:11]([C:13]3[CH:14]=[CH:15][C:16]([O:19][CH2:20][CH2:21][CH2:22][N:23]4[CH2:27][CH2:26][CH2:25][CH:24]4[CH3:28])=[CH:17][CH:18]=3)=[N:10][C:9]=2[CH3:29])[CH2:30][CH2:31][CH3:32])[CH2:2][CH2:3]1, predict the reactants needed to synthesize it. The reactants are: [CH:1]1([CH2:4][N:5]([CH2:30][CH2:31][CH3:32])[C:6]([C:8]2[O:12][C:11]([C:13]3[CH:18]=[CH:17][C:16]([O:19][CH2:20][CH2:21][CH2:22][N:23]4[CH2:27][CH2:26][CH2:25][CH:24]4[CH3:28])=[CH:15][CH:14]=3)=[N:10][C:9]=2[CH3:29])=O)[CH2:3][CH2:2]1. (5) The reactants are: [NH2:1][C:2]1([C:15]([F:18])([F:17])[F:16])[CH2:7][CH2:6][N:5]([C:8]([O:10][C:11]([CH3:14])([CH3:13])[CH3:12])=[O:9])[CH2:4][CH2:3]1.[O:19]=[C:20]1[NH:25][C:24]2[CH:26]=[C:27]([CH:30]=O)[CH:28]=[CH:29][C:23]=2[S:22][CH2:21]1.[O-]S([O-])(=O)=O.[Na+].[Na+].[BH4-].[Na+]. Given the product [C:11]([O:10][C:8]([N:5]1[CH2:4][CH2:3][C:2]([NH:1][CH2:30][C:27]2[CH:28]=[CH:29][C:23]3[S:22][CH2:21][C:20](=[O:19])[NH:25][C:24]=3[CH:26]=2)([C:15]([F:18])([F:16])[F:17])[CH2:7][CH2:6]1)=[O:9])([CH3:14])([CH3:12])[CH3:13], predict the reactants needed to synthesize it.